This data is from Full USPTO retrosynthesis dataset with 1.9M reactions from patents (1976-2016). The task is: Predict the reactants needed to synthesize the given product. (1) Given the product [Br:10][C:11]1[CH:12]=[C:13]([N+:18]([O-:20])=[O:19])[C:14]([O:5][CH2:4][C:3]([O:7][CH2:8][CH3:9])=[O:6])=[N:15][CH:16]=1, predict the reactants needed to synthesize it. The reactants are: [H-].[Na+].[C:3]([O:7][CH2:8][CH3:9])(=[O:6])[CH2:4][OH:5].[Br:10][C:11]1[CH:12]=[C:13]([N+:18]([O-:20])=[O:19])[C:14](Cl)=[N:15][CH:16]=1.[H-].[Na+].C(OCC)(=O)CO. (2) Given the product [CH2:9]([O:11][C:12](=[O:26])[C:13]1[CH:18]=[C:17]([C:19]([F:21])([F:20])[F:22])[C:16]([CH:23]=[O:24])=[C:15]([Br:8])[C:14]=1[NH2:25])[CH3:10], predict the reactants needed to synthesize it. The reactants are: C1C(=O)N([Br:8])C(=O)C1.[CH2:9]([O:11][C:12](=[O:26])[C:13]1[CH:18]=[C:17]([C:19]([F:22])([F:21])[F:20])[C:16]([CH:23]=[O:24])=[CH:15][C:14]=1[NH2:25])[CH3:10]. (3) Given the product [C:12]([C:11]1[C:2]([S:1][CH:27]([C:32]2[CH:37]=[CH:36][CH:35]=[CH:34][CH:33]=2)[C:28]([O:30][CH3:31])=[O:29])=[N:3][C:4]2[CH2:5][CH2:6][CH2:7][CH2:8][C:9]=2[C:10]=1[C:14]1[CH:15]=[CH:16][CH:17]=[CH:18][CH:19]=1)#[N:13], predict the reactants needed to synthesize it. The reactants are: [SH:1][C:2]1[C:11]([C:12]#[N:13])=[C:10]([C:14]2[CH:19]=[CH:18][CH:17]=[CH:16][CH:15]=2)[C:9]2[CH2:8][CH2:7][CH2:6][CH2:5][C:4]=2[N:3]=1.C([O-])([O-])=O.[K+].[K+].Br[CH:27]([C:32]1[CH:37]=[CH:36][CH:35]=[CH:34][CH:33]=1)[C:28]([O:30][CH3:31])=[O:29]. (4) Given the product [NH2:18][C:17]1[C:12]2[S:11][CH:10]=[C:9](/[CH:8]=[CH:7]/[C:6]3[CH:19]=[C:2]([NH:1][C:30](=[O:31])[C:29]4[CH:33]=[C:34]([C:36]([F:37])([F:38])[F:39])[CH:35]=[C:27]([N:25]5[CH:26]=[C:22]([CH3:21])[N:23]=[CH:24]5)[CH:28]=4)[CH:3]=[CH:4][C:5]=3[CH3:20])[C:13]=2[N:14]=[CH:15][N:16]=1, predict the reactants needed to synthesize it. The reactants are: [NH2:1][C:2]1[CH:3]=[CH:4][C:5]([CH3:20])=[C:6]([CH:19]=1)/[CH:7]=[CH:8]/[C:9]1[C:13]2[N:14]=[CH:15][N:16]=[C:17]([NH2:18])[C:12]=2[S:11][CH:10]=1.[CH3:21][C:22]1[N:23]=[CH:24][N:25]([C:27]2[CH:28]=[C:29]([CH:33]=[C:34]([C:36]([F:39])([F:38])[F:37])[CH:35]=2)[C:30](O)=[O:31])[CH:26]=1.CN(C(ON1N=NC2C=CC=NC1=2)=[N+](C)C)C.F[P-](F)(F)(F)(F)F. (5) Given the product [Cl:1][C:2]1[N:7]=[CH:6][C:5]([CH2:8][C:14]#[N:15])=[CH:4][CH:3]=1, predict the reactants needed to synthesize it. The reactants are: [Cl:1][C:2]1[N:7]=[CH:6][C:5]([CH2:8]O)=[CH:4][CH:3]=1.O=S(Cl)Cl.[C-:14]#[N:15].[K+].C([O-])([O-])=O.[K+].[K+]. (6) Given the product [OH:2][C:3]1[CH:4]=[CH:5][C:6]([O:7][CH2:8][C:9]([O:11][CH2:12][CH3:13])=[O:10])=[CH:14][CH:15]=1, predict the reactants needed to synthesize it. The reactants are: C[O:2][C:3]1[CH:15]=[CH:14][C:6]([O:7][CH2:8][C:9]([O:11][CH2:12][CH3:13])=[O:10])=[CH:5][CH:4]=1.C(S)C.[Cl-].[Al+3].[Cl-].[Cl-].C(=O)([O-])O.[Na+]. (7) Given the product [CH:32]([NH:28][C:24]([CH:12]1[CH2:13][N:14]([C:17]([O:19][C:20]([CH3:23])([CH3:22])[CH3:21])=[O:18])[CH2:15][CH2:16][N:11]1[C:9]([O:8][CH2:1][C:2]1[CH:3]=[CH:4][CH:5]=[CH:6][CH:7]=1)=[O:10])=[O:26])([CH3:33])[CH3:31], predict the reactants needed to synthesize it. The reactants are: [CH2:1]([O:8][C:9]([N:11]1[CH2:16][CH2:15][N:14]([C:17]([O:19][C:20]([CH3:23])([CH3:22])[CH3:21])=[O:18])[CH2:13][CH:12]1[C:24]([OH:26])=O)=[O:10])[C:2]1[CH:7]=[CH:6][CH:5]=[CH:4][CH:3]=1.O[N:28]1[C:32]2[CH:33]=CC=C[C:31]=2N=N1.Cl.CN(C)CCCN=C=NCC.CN1CCOCC1.C(N)(C)C.